The task is: Predict the reaction yield, written as a fraction of the theoretical maximum amount of product (1.0 means a 100% yield; for example, 0.34 means a 34% yield).. This data is from Reaction yield outcomes from USPTO patents with 853,638 reactions. (1) The reactants are [CH:1]([C:4]1[CH:9]=[CH:8][C:7]([CH:10]2[C:14]3[C:15]([CH3:22])=[C:16]([NH2:21])[C:17]([CH3:20])=[C:18]([CH3:19])[C:13]=3[O:12][C:11]2([CH3:24])[CH3:23])=[CH:6][CH:5]=1)([CH3:3])[CH3:2].[S:25]1[CH:29]=[CH:28][CH:27]=[C:26]1[C:30](Cl)=[O:31]. The catalyst is C(OCC)(=O)C.CCCCCC. The product is [CH:1]([C:4]1[CH:9]=[CH:8][C:7]([CH:10]2[C:14]3[C:15]([CH3:22])=[C:16]([NH:21][C:30]([C:26]4[S:25][CH:29]=[CH:28][CH:27]=4)=[O:31])[C:17]([CH3:20])=[C:18]([CH3:19])[C:13]=3[O:12][C:11]2([CH3:24])[CH3:23])=[CH:6][CH:5]=1)([CH3:3])[CH3:2]. The yield is 0.660. (2) The reactants are [Cl:1][C:2]1[CH:3]=[C:4]([NH:10][C:11]2[N:16]=[CH:15][C:14]([N:17]3[CH2:22][CH2:21][N:20](C(OC(C)(C)C)=O)[CH2:19][C@@H:18]3[CH3:30])=[CH:13][CH:12]=2)[C:5](=[O:9])[N:6]([CH3:8])[N:7]=1. The catalyst is Cl.C(O)C. The product is [Cl:1][C:2]1[CH:3]=[C:4]([NH:10][C:11]2[CH:12]=[CH:13][C:14]([N:17]3[CH2:22][CH2:21][NH:20][CH2:19][C@@H:18]3[CH3:30])=[CH:15][N:16]=2)[C:5](=[O:9])[N:6]([CH3:8])[N:7]=1. The yield is 0.980. (3) The reactants are OC(C(F)(F)F)=O.[CH2:8]([N:10]([CH:26]1[CH2:31][CH2:30][NH:29][CH2:28][CH2:27]1)[C:11]1[C:12]([CH3:25])=[C:13]([CH:18]=[C:19]([C:21]([F:24])([F:23])[F:22])[CH:20]=1)[C:14]([O:16][CH3:17])=[O:15])[CH3:9].[CH3:32][C:33]([CH3:35])=O.C(O[BH-](OC(=O)C)OC(=O)C)(=O)C.[Na+].C([O-])(O)=O.[Na+]. The catalyst is C(Cl)Cl.CC(O)=O. The product is [CH2:8]([N:10]([CH:26]1[CH2:31][CH2:30][N:29]([CH:33]([CH3:35])[CH3:32])[CH2:28][CH2:27]1)[C:11]1[C:12]([CH3:25])=[C:13]([CH:18]=[C:19]([C:21]([F:24])([F:23])[F:22])[CH:20]=1)[C:14]([O:16][CH3:17])=[O:15])[CH3:9]. The yield is 0.170.